This data is from Reaction yield outcomes from USPTO patents with 853,638 reactions. The task is: Predict the reaction yield, written as a fraction of the theoretical maximum amount of product (1.0 means a 100% yield; for example, 0.34 means a 34% yield). (1) The reactants are [CH:1](N(C(C)C)CC)(C)C.N[C:11]1[N:16]=[CH:15][N:14]=[C:13]([O:17][C:18]2[CH:23]=[CH:22][C:21]([NH:24]C(NC(=O)CC3C=CC(F)=CC=3)=S)=[CH:20][C:19]=2[F:38])[CH:12]=1.[F:39][C:40]1[CH:48]=[CH:47][C:46]([CH3:49])=[CH:45][C:41]=1[C:42]([OH:44])=O.CCN=C=NCCCN(C)C.C1C=CC2N(O)N=NC=2C=1. The catalyst is CN(C=O)C. The product is [NH2:14][C:15]1[CH:1]=[C:13]([O:17][C:18]2[CH:23]=[CH:22][C:21]([NH:24][C:42](=[O:44])[C:41]3[CH:45]=[C:46]([CH3:49])[CH:47]=[CH:48][C:40]=3[F:39])=[CH:20][C:19]=2[F:38])[CH:12]=[CH:11][N:16]=1. The yield is 0.400. (2) The reactants are [F:1][C:2]([F:21])([F:20])[O:3][C:4]1[CH:9]=[CH:8][C:7]([C:10]2[N:14]=[C:13]([C:15](OCC)=[O:16])[O:12][N:11]=2)=[CH:6][CH:5]=1.[NH2:22][NH2:23].O. The catalyst is CCO. The product is [F:1][C:2]([F:21])([F:20])[O:3][C:4]1[CH:9]=[CH:8][C:7]([C:10]2[N:14]=[C:13]([C:15]([NH:22][NH2:23])=[O:16])[O:12][N:11]=2)=[CH:6][CH:5]=1. The yield is 0.750. (3) The reactants are CC(C)([O-])C.[K+].[I:7][C:8]1[C:16]2[C:11](=[CH:12][CH:13]=[CH:14][C:15]=2[N+:17]([O-:19])=[O:18])[NH:10][N:9]=1.[CH3:20][O:21][C:22]1[CH:29]=[CH:28][C:25]([CH2:26]Cl)=[CH:24][CH:23]=1. The catalyst is C1COCC1.[I-].C([N+](CCCC)(CCCC)CCCC)CCC. The product is [I:7][C:8]1[C:16]2[C:11](=[CH:12][CH:13]=[CH:14][C:15]=2[N+:17]([O-:19])=[O:18])[N:10]([CH2:26][C:25]2[CH:28]=[CH:29][C:22]([O:21][CH3:20])=[CH:23][CH:24]=2)[N:9]=1. The yield is 0.640. (4) The reactants are [C:1]([N:4]1[CH2:9][CH2:8][N:7]([C:10]([C@H:12]2[CH2:17][CH2:16][C@H:15]([CH2:18][N:19]3[C:23]4=[N:24][C:25](Br)=[CH:26][CH:27]=[C:22]4[N:21]([CH3:29])[C:20]3=[O:30])[CH2:14][CH2:13]2)=[O:11])[CH2:6][CH2:5]1)(=[O:3])[CH3:2].[CH3:31][O:32][CH2:33]/[CH:34]=[CH:35]/BC1OC(C)(C)C(C)(C)O1.[O-]P([O-])([O-])=O.[K+].[K+].[K+].C1(P(C2CCCCC2)C2CCCCC2)CCCCC1. The catalyst is C1(C)C=CC=CC=1.O.CC([O-])=O.CC([O-])=O.[Pd+2]. The product is [C:1]([N:4]1[CH2:9][CH2:8][N:7]([C:10]([C@H:12]2[CH2:17][CH2:16][C@H:15]([CH2:18][N:19]3[C:23]4=[N:24][C:25](/[CH:35]=[CH:34]/[CH2:33][O:32][CH3:31])=[CH:26][CH:27]=[C:22]4[N:21]([CH3:29])[C:20]3=[O:30])[CH2:14][CH2:13]2)=[O:11])[CH2:6][CH2:5]1)(=[O:3])[CH3:2]. The yield is 0.210.